The task is: Regression. Given two drug SMILES strings and cell line genomic features, predict the synergy score measuring deviation from expected non-interaction effect.. This data is from NCI-60 drug combinations with 297,098 pairs across 59 cell lines. (1) Synergy scores: CSS=7.67, Synergy_ZIP=-2.54, Synergy_Bliss=-0.537, Synergy_Loewe=-14.0, Synergy_HSA=-3.50. Drug 1: CC1CCC2CC(C(=CC=CC=CC(CC(C(=O)C(C(C(=CC(C(=O)CC(OC(=O)C3CCCCN3C(=O)C(=O)C1(O2)O)C(C)CC4CCC(C(C4)OC)OCCO)C)C)O)OC)C)C)C)OC. Cell line: EKVX. Drug 2: C(CC(=O)O)C(=O)CN.Cl. (2) Drug 1: CC1C(C(CC(O1)OC2CC(CC3=C2C(=C4C(=C3O)C(=O)C5=C(C4=O)C(=CC=C5)OC)O)(C(=O)C)O)N)O.Cl. Drug 2: C(CC(=O)O)C(=O)CN.Cl. Cell line: HS 578T. Synergy scores: CSS=23.0, Synergy_ZIP=-7.10, Synergy_Bliss=-1.23, Synergy_Loewe=-0.953, Synergy_HSA=-0.481. (3) Drug 1: CC1=C(C=C(C=C1)NC2=NC=CC(=N2)N(C)C3=CC4=NN(C(=C4C=C3)C)C)S(=O)(=O)N.Cl. Drug 2: C1=NC2=C(N1)C(=S)N=CN2. Cell line: SF-295. Synergy scores: CSS=22.3, Synergy_ZIP=-11.1, Synergy_Bliss=-5.25, Synergy_Loewe=-18.9, Synergy_HSA=-4.61. (4) Drug 1: CCC1=CC2CC(C3=C(CN(C2)C1)C4=CC=CC=C4N3)(C5=C(C=C6C(=C5)C78CCN9C7C(C=CC9)(C(C(C8N6C)(C(=O)OC)O)OC(=O)C)CC)OC)C(=O)OC.C(C(C(=O)O)O)(C(=O)O)O. Drug 2: CN(C)N=NC1=C(NC=N1)C(=O)N. Cell line: SK-MEL-5. Synergy scores: CSS=18.4, Synergy_ZIP=1.29, Synergy_Bliss=3.98, Synergy_Loewe=-22.5, Synergy_HSA=2.97. (5) Drug 1: CCCS(=O)(=O)NC1=C(C(=C(C=C1)F)C(=O)C2=CNC3=C2C=C(C=N3)C4=CC=C(C=C4)Cl)F. Drug 2: C1C(C(OC1N2C=C(C(=O)NC2=O)F)CO)O. Cell line: EKVX. Synergy scores: CSS=7.08, Synergy_ZIP=-0.922, Synergy_Bliss=1.77, Synergy_Loewe=-5.14, Synergy_HSA=-0.187. (6) Drug 1: C1=CN(C(=O)N=C1N)C2C(C(C(O2)CO)O)O.Cl. Drug 2: C1CNP(=O)(OC1)N(CCCl)CCCl. Cell line: MCF7. Synergy scores: CSS=4.73, Synergy_ZIP=-0.494, Synergy_Bliss=3.63, Synergy_Loewe=-0.0879, Synergy_HSA=3.13.